This data is from Full USPTO retrosynthesis dataset with 1.9M reactions from patents (1976-2016). The task is: Predict the reactants needed to synthesize the given product. Given the product [C:27]([O:26][C:24]([NH:23][C@H:20]1[CH2:19][CH2:18][C@H:17]([N:13]([CH2:14][CH2:15][CH3:16])[C:4]2[C:5]([CH3:12])=[C:6]([C:7]([O:9][CH3:10])=[O:8])[CH:11]=[C:2]([C:35]3[CH:36]=[CH:37][C:32]([OH:31])=[CH:33][CH:34]=3)[CH:3]=2)[CH2:22][CH2:21]1)=[O:25])([CH3:30])([CH3:29])[CH3:28], predict the reactants needed to synthesize it. The reactants are: Br[C:2]1[CH:3]=[C:4]([N:13]([C@H:17]2[CH2:22][CH2:21][C@H:20]([NH:23][C:24]([O:26][C:27]([CH3:30])([CH3:29])[CH3:28])=[O:25])[CH2:19][CH2:18]2)[CH2:14][CH2:15][CH3:16])[C:5]([CH3:12])=[C:6]([CH:11]=1)[C:7]([O:9][CH3:10])=[O:8].[OH:31][C:32]1[CH:37]=[CH:36][C:35](B(O)O)=[CH:34][CH:33]=1.C([O-])([O-])=O.[Na+].[Na+].